From a dataset of Peptide-MHC class I binding affinity with 185,985 pairs from IEDB/IMGT. Regression. Given a peptide amino acid sequence and an MHC pseudo amino acid sequence, predict their binding affinity value. This is MHC class I binding data. (1) The peptide sequence is GSRAYRNAL. The MHC is HLA-B58:01 with pseudo-sequence HLA-B58:01. The binding affinity (normalized) is 0.0847. (2) The peptide sequence is NEPEDIDCW. The MHC is HLA-B44:02 with pseudo-sequence HLA-B44:02. The binding affinity (normalized) is 0.354. (3) The peptide sequence is CRAPRKKGC. The MHC is HLA-B44:03 with pseudo-sequence HLA-B44:03. The binding affinity (normalized) is 0. (4) The peptide sequence is RDALDNLAVL. The MHC is HLA-B08:01 with pseudo-sequence HLA-B08:01. The binding affinity (normalized) is 0.347. (5) The peptide sequence is LADEGLNRR. The MHC is Patr-A0401 with pseudo-sequence YSAMYEESVASTDVDTLYILFRDYTWAALAYTWY. The binding affinity (normalized) is 0. (6) The peptide sequence is SPRPAPGAA. The MHC is HLA-B15:01 with pseudo-sequence HLA-B15:01. The binding affinity (normalized) is 0.124. (7) The peptide sequence is EILKINSVKY. The binding affinity (normalized) is 0.358. The MHC is HLA-A31:01 with pseudo-sequence HLA-A31:01.